This data is from Antibody developability classification from SAbDab with 2,409 antibodies. The task is: Regression/Classification. Given an antibody's heavy chain and light chain sequences, predict its developability. TAP uses regression for 5 developability metrics; SAbDab uses binary classification. (1) The antibody is ['QVQLQQWGAGLLKPSETLSLTCAVYGESFSAFSWSWIRQPPGKGLEWIGEIDHTGSANYNPSLKSRISMSVDTSMNQFSLELLSMTVADTAVYYCARGGRKVYHAYWSGYVNNCFDPWGQGTLVTVSS', 'EIVLTQSPGTLSLSAGERATLSCRASQSVSARNLAWYQQKPGQAPRLLLYGVSIRNTGVPDRFSGSGSGTDFTLTISRLEPEDFAVYYCQQYGDSPTFGQGTKVEIK']. Result: 0 (not developable). (2) The antibody is ['1tjg', 'ALQLTQSPSSLSASVGDRITITCRASQGVTSALAWYRQKPGSPPQLLIYDASSLESGVPSRFSGSGSGTEFTLTISTLRPEDFATYYCQQLHFYPHTFGGGTRVDVR']. Result: 0 (not developable).